This data is from Forward reaction prediction with 1.9M reactions from USPTO patents (1976-2016). The task is: Predict the product of the given reaction. (1) Given the reactants [C:1]([O:5][C:6]([NH:8][C:9]1[CH:14]=[CH:13][CH:12]=[CH:11][C:10]=1[NH:15][C:16](=[O:24])[C:17]1[CH:22]=[CH:21][C:20](Cl)=[N:19][CH:18]=1)=[O:7])([CH3:4])([CH3:3])[CH3:2].[N:25]1[CH:30]=[CH:29][CH:28]=[C:27](B(O)O)[CH:26]=1.COCCOC.C(=O)([O-])O.[Na+], predict the reaction product. The product is: [C:1]([O:5][C:6]([NH:8][C:9]1[CH:14]=[CH:13][CH:12]=[CH:11][C:10]=1[NH:15][C:16]([C:17]1[CH:22]=[CH:21][C:20]([C:27]2[CH:26]=[N:25][CH:30]=[CH:29][CH:28]=2)=[N:19][CH:18]=1)=[O:24])=[O:7])([CH3:4])([CH3:3])[CH3:2]. (2) Given the reactants [C:1](N1C=CN=C1)(N1C=CN=C1)=[O:2].[CH2:13]([N:20]1[CH2:25][CH2:24][CH:23]([NH:26][C:27]2[CH:28]=[N:29][C:30]3[C:35]([C:36]=2[NH2:37])=[CH:34][CH:33]=[CH:32][CH:31]=3)[CH2:22][CH2:21]1)[C:14]1[CH:19]=[CH:18][CH:17]=[CH:16][CH:15]=1.O, predict the reaction product. The product is: [CH2:13]([N:20]1[CH2:25][CH2:24][CH:23]([N:26]2[C:27]3[CH:28]=[N:29][C:30]4[CH:31]=[CH:32][CH:33]=[CH:34][C:35]=4[C:36]=3[NH:37][C:1]2=[O:2])[CH2:22][CH2:21]1)[C:14]1[CH:19]=[CH:18][CH:17]=[CH:16][CH:15]=1. (3) Given the reactants C([Li])CCC.CCCCCC.Br[C:13]1[CH:18]=[CH:17][C:16]([N:19]2[CH2:24][CH2:23][O:22][CH2:21][CH2:20]2)=[CH:15][CH:14]=1.[Br:25][C:26]1[CH:37]=[CH:36][C:29]([C:30](N(OC)C)=[O:31])=[CH:28][CH:27]=1, predict the reaction product. The product is: [Br:25][C:26]1[CH:37]=[CH:36][C:29]([C:30]([C:13]2[CH:18]=[CH:17][C:16]([N:19]3[CH2:24][CH2:23][O:22][CH2:21][CH2:20]3)=[CH:15][CH:14]=2)=[O:31])=[CH:28][CH:27]=1. (4) The product is: [C:19]([C:21]1[CH:22]=[C:23]([CH:28]=[C:29]([O:31][C:32]2[CH:37]=[N:36][CH:35]=[N:34][CH:33]=2)[CH:30]=1)[C:24]([NH:8][C:5]1[CH:4]=[CH:3][C:2]([F:1])=[CH:7][N:6]=1)=[O:25])#[N:20]. Given the reactants [F:1][C:2]1[CH:3]=[CH:4][C:5]([NH2:8])=[N:6][CH:7]=1.C[Si]([N-][Si](C)(C)C)(C)C.[K+].[C:19]([C:21]1[CH:22]=[C:23]([CH:28]=[C:29]([O:31][C:32]2[CH:33]=[N:34][CH:35]=[N:36][CH:37]=2)[CH:30]=1)[C:24](OC)=[O:25])#[N:20], predict the reaction product. (5) The product is: [C:1]([O:4][CH2:5][CH2:6][CH:7]1[C:11]2[CH:12]=[C:13]([C:28]3[C:27]4[C:31](=[CH:32][C:24]([F:23])=[CH:25][CH:26]=4)[N:30]([C:33]([O:35][C:36]([CH3:39])([CH3:38])[CH3:37])=[O:34])[CH:29]=3)[CH:14]=[CH:15][C:10]=2[S:9](=[O:18])(=[O:17])[N:8]1[C:19]([CH3:22])([CH3:21])[CH3:20])(=[O:3])[CH3:2]. Given the reactants [C:1]([O:4][CH2:5][CH2:6][CH:7]1[C:11]2[CH:12]=[C:13](Br)[CH:14]=[CH:15][C:10]=2[S:9](=[O:18])(=[O:17])[N:8]1[C:19]([CH3:22])([CH3:21])[CH3:20])(=[O:3])[CH3:2].[F:23][C:24]1[CH:32]=[C:31]2[C:27]([C:28](B3OC(C)(C)C(C)(C)O3)=[CH:29][N:30]2[C:33]([O:35][C:36]([CH3:39])([CH3:38])[CH3:37])=[O:34])=[CH:26][CH:25]=1.[O-]P([O-])([O-])=O.[K+].[K+].[K+], predict the reaction product. (6) Given the reactants Cl.[NH2:2][C:3]1[CH:4]=[C:5]([CH:19]=[CH:20][CH:21]=1)[CH2:6][NH:7][C:8](=[O:18])[C:9]1[CH:14]=[CH:13][CH:12]=[C:11]([N+:15]([O-:17])=[O:16])[CH:10]=1.[Cl:22][C:23]1[N:28]=[C:27](Cl)[C:26]([Cl:30])=[CH:25][N:24]=1.C(=O)([O-])[O-].[K+].[K+], predict the reaction product. The product is: [Cl:22][C:23]1[N:28]=[C:27]([NH:2][C:3]2[CH:4]=[C:5]([CH:19]=[CH:20][CH:21]=2)[CH2:6][NH:7][C:8](=[O:18])[C:9]2[CH:14]=[CH:13][CH:12]=[C:11]([N+:15]([O-:17])=[O:16])[CH:10]=2)[C:26]([Cl:30])=[CH:25][N:24]=1.